Dataset: Peptide-MHC class I binding affinity with 185,985 pairs from IEDB/IMGT. Task: Regression. Given a peptide amino acid sequence and an MHC pseudo amino acid sequence, predict their binding affinity value. This is MHC class I binding data. The peptide sequence is EKEGKISKI. The MHC is HLA-A03:01 with pseudo-sequence HLA-A03:01. The binding affinity (normalized) is 0.